From a dataset of Reaction yield outcomes from USPTO patents with 853,638 reactions. Predict the reaction yield, written as a fraction of the theoretical maximum amount of product (1.0 means a 100% yield; for example, 0.34 means a 34% yield). (1) The reactants are [NH2:1][C:2]1[CH:7]=[CH:6][C:5]([C:8]2[N:9]([CH:22]3[CH2:25][CH2:24][CH2:23]3)[C:10]3[C:15]([C:16]=2[C:17]#[N:18])=[CH:14][CH:13]=[C:12]([O:19][CH2:20][CH3:21])[CH:11]=3)=[CH:4][CH:3]=1.Cl[C:27](OC1C=CC([N+]([O-])=O)=CC=1)=[O:28].N1C=CC=CC=1.[NH:45]1[CH2:50][CH2:49][O:48][CH2:47][CH2:46]1. The catalyst is C(Cl)Cl. The product is [C:17]([C:16]1[C:15]2[C:10](=[CH:11][C:12]([O:19][CH2:20][CH3:21])=[CH:13][CH:14]=2)[N:9]([CH:22]2[CH2:23][CH2:24][CH2:25]2)[C:8]=1[C:5]1[CH:4]=[CH:3][C:2]([NH:1][C:27]([N:45]2[CH2:50][CH2:49][O:48][CH2:47][CH2:46]2)=[O:28])=[CH:7][CH:6]=1)#[N:18]. The yield is 1.00. (2) The reactants are [NH2:1][C:2]1[C:10]([Cl:11])=[CH:9][C:5]([C:6]([NH2:8])=[O:7])=[C:4]([O:12][CH3:13])[C:3]=1CC1CCNCC1.Cl.Cl[CH2:23][CH2:24][CH2:25][N:26]1[CH:30]=[N:29][CH:28]=[N:27]1.C(=O)([O-])[O-].[K+].[K+].[I-].[K+].[CH3:39][N:40]([CH3:43])C=O. No catalyst specified. The product is [N:26]1([CH2:25][CH2:24][CH2:23][N:40]2[CH2:43][CH2:6][CH:5]([CH2:9][NH:8][C:6](=[O:7])[C:5]3[CH:9]=[C:10]([Cl:11])[C:2]([NH2:1])=[CH:3][C:4]=3[O:12][CH3:13])[CH2:4][CH2:39]2)[CH:30]=[N:29][CH:28]=[N:27]1. The yield is 0.0900. (3) The reactants are [H-].[Na+].[CH3:3][O:4][C:5]1[CH:19]=[CH:18][C:8]([CH2:9]P(=O)(OCC)OCC)=[C:7]([CH3:20])[CH:6]=1.[F:21][C:22]1[CH:23]=[CH:24][C:25]([CH:48]=O)=[C:26]([C:28]2[N:33]=[C:32]([N:34]3[C:38]([C:39]([F:42])([F:41])[F:40])=[C:37]([C:43]([O:45][CH2:46][CH3:47])=[O:44])[CH:36]=[N:35]3)[CH:31]=[CH:30][CH:29]=2)[CH:27]=1. The yield is 0.345. The catalyst is O1CCCC1.O. The product is [F:21][C:22]1[CH:23]=[CH:24][C:25](/[CH:48]=[CH:9]/[C:8]2[CH:18]=[CH:19][C:5]([O:4][CH3:3])=[CH:6][C:7]=2[CH3:20])=[C:26]([C:28]2[N:33]=[C:32]([N:34]3[C:38]([C:39]([F:42])([F:41])[F:40])=[C:37]([C:43]([O:45][CH2:46][CH3:47])=[O:44])[CH:36]=[N:35]3)[CH:31]=[CH:30][CH:29]=2)[CH:27]=1. (4) The reactants are [OH:1][CH:2]1[C:6](=O)[N:5]([C@@H:8]([C:10]2[CH:15]=[CH:14][CH:13]=[CH:12][CH:11]=2)[CH3:9])[CH2:4][C@@:3]1([CH3:23])[C:16]([O:18][C:19]([CH3:22])([CH3:21])[CH3:20])=[O:17].B.O.C(O)C. The catalyst is O1CCCC1.C(N(CC)CC)C. The product is [OH:1][CH:2]1[CH2:6][N:5]([C@@H:8]([C:10]2[CH:11]=[CH:12][CH:13]=[CH:14][CH:15]=2)[CH3:9])[CH2:4][C@@:3]1([CH3:23])[C:16]([O:18][C:19]([CH3:22])([CH3:21])[CH3:20])=[O:17]. The yield is 0.531. (5) The reactants are CC(C)([O-])C.[K+].[CH3:7][C:8]([CH3:13])([CH3:12])[C:9](=O)[CH3:10].[C:14](OCC)(=O)[C:15]([O:17][CH2:18][CH3:19])=[O:16].O.[NH2:25][NH2:26]. The catalyst is C(O)(=O)C.O1CCCC1. The product is [C:8]([C:9]1[CH:10]=[C:14]([C:15]([O:17][CH2:18][CH3:19])=[O:16])[NH:26][N:25]=1)([CH3:13])([CH3:12])[CH3:7]. The yield is 0.820. (6) The reactants are [NH2:1][CH2:2][CH2:3][CH2:4][CH2:5][O:6][C:7]1[CH:14]=[CH:13][CH:12]=[C:11]([N+:15]([O-:17])=[O:16])[C:8]=1[C:9]#[N:10].C(N(CC)CC)C.[C:25](Cl)(=[O:27])[CH3:26]. The catalyst is CN(C1C=CN=CC=1)C.ClCCl.CCOC(C)=O. The product is [C:9]([C:8]1[C:11]([N+:15]([O-:17])=[O:16])=[CH:12][CH:13]=[CH:14][C:7]=1[O:6][CH2:5][CH2:4][CH2:3][CH2:2][NH:1][C:25](=[O:27])[CH3:26])#[N:10]. The yield is 0.570. (7) The reactants are [F:1][C:2]([F:6])([F:5])[CH2:3][OH:4].[H-].[Na+].I[C:10]1[CH:15]=[CH:14][C:13]([C:16]2[N:20]=[C:19]([C:21]3[CH:25]=[C:24]([CH3:26])[N:23]([CH2:27][C:28]4[CH:33]=[CH:32][C:31]([CH3:34])=[CH:30][CH:29]=4)[N:22]=3)[O:18][N:17]=2)=[CH:12][CH:11]=1.O. The catalyst is CN(C=O)C.[Cu]I.C(OCC)(=O)C. The product is [CH3:26][C:24]1[N:23]([CH2:27][C:28]2[CH:29]=[CH:30][C:31]([CH3:34])=[CH:32][CH:33]=2)[N:22]=[C:21]([C:19]2[O:18][N:17]=[C:16]([C:13]3[CH:14]=[CH:15][C:10]([O:4][CH2:3][C:2]([F:6])([F:5])[F:1])=[CH:11][CH:12]=3)[N:20]=2)[CH:25]=1. The yield is 0.180. (8) The reactants are [Br:1][CH2:2][C:3]1[CH:4]=[CH:5][N:6]2[C:11]=1[C:10]([Cl:12])=[N:9][CH:8]=[N:7]2.[CH3:13][CH2:14][N:15]([CH2:18][CH3:19])[CH2:16][CH3:17]. The catalyst is C1COCC1. The product is [Br-:1].[Cl:12][C:10]1[C:11]2=[C:3]([CH2:2][N+:15]([CH2:18][CH3:19])([CH2:16][CH3:17])[CH2:14][CH3:13])[CH:4]=[CH:5][N:6]2[N:7]=[CH:8][N:9]=1. The yield is 0.890. (9) The reactants are [C:1]([OH:9])(=O)[C:2]1[CH:7]=[CH:6][CH:5]=N[CH:3]=1.[NH2:10][C:11]1[C:19]([CH3:20])=[CH:18][C:17]([O:21][CH3:22])=[CH:16][C:12]=1[C:13]([NH2:15])=[O:14].[CH3:23]N(C(ON1N=NC2C=CC=CC1=2)=[N+](C)C)C.F[P-](F)(F)(F)(F)F.CCN(C(C)C)C(C)C. The catalyst is O.CN(C=O)C. The product is [C:1]([NH:10][C:11]1[C:19]([CH3:20])=[CH:18][C:17]([O:21][CH3:22])=[CH:16][C:12]=1[C:13]([NH2:15])=[O:14])(=[O:9])[C:2]1[CH:3]=[CH:23][CH:5]=[CH:6][CH:7]=1. The yield is 0.585.